Predict the reaction yield, written as a fraction of the theoretical maximum amount of product (1.0 means a 100% yield; for example, 0.34 means a 34% yield). From a dataset of Reaction yield outcomes from USPTO patents with 853,638 reactions. (1) The reactants are [CH3:1]C(C)([O-])C.[K+].[C:7]([C:10]1[CH:11]=[CH:12][C:13]([N:16]([CH2:34][C:35]2[CH:40]=[CH:39][C:38]([C:41]([F:44])([F:43])[F:42])=[CH:37][CH:36]=2)[CH2:17][CH2:18][C:19]2[CH:33]=[CH:32][C:22]([O:23][C:24]([CH3:31])([CH3:30])[C:25]([O:27][CH2:28][CH3:29])=[O:26])=[CH:21][CH:20]=2)=[N:14][CH:15]=1)(=O)[CH3:8]. The catalyst is [Br-].C[P+](C1C=CC=CC=1)(C1C=CC=CC=1)C1C=CC=CC=1.C1COCC1.C(O)(C)(C)C. The product is [C:7]([C:10]1[CH:11]=[CH:12][C:13]([N:16]([CH2:34][C:35]2[CH:40]=[CH:39][C:38]([C:41]([F:42])([F:44])[F:43])=[CH:37][CH:36]=2)[CH2:17][CH2:18][C:19]2[CH:20]=[CH:21][C:22]([O:23][C:24]([CH3:31])([CH3:30])[C:25]([O:27][CH2:28][CH3:29])=[O:26])=[CH:32][CH:33]=2)=[N:14][CH:15]=1)([CH3:1])=[CH2:8]. The yield is 0.300. (2) The reactants are [C:1]1([CH2:7][CH2:8][CH2:9][NH2:10])[CH:6]=[CH:5][CH:4]=[CH:3][CH:2]=1.[N+:11]([O-])([OH:13])=[O:12]. No catalyst specified. The product is [N+:11]([C:4]1[CH:5]=[CH:6][C:1]([CH2:7][CH2:8][CH2:9][NH2:10])=[CH:2][CH:3]=1)([O-:13])=[O:12]. The yield is 0.450. (3) The reactants are [F:1][C:2]1[CH:21]=[CH:20][C:5]([O:6][C:7]2[C:8]([C:17]([OH:19])=O)=[N:9][C:10]3[C:15]([N:16]=2)=[CH:14][CH:13]=[CH:12][CH:11]=3)=[CH:4][CH:3]=1.[NH2:22][C:23]1[CH:24]=[C:25]([S:29]([NH2:32])(=[O:31])=[O:30])[CH:26]=[CH:27][CH:28]=1.CN(C(ON1N=NC2C=CC=NC1=2)=[N+](C)C)C.F[P-](F)(F)(F)(F)F.CN1CCOCC1. The catalyst is CN1C(=O)CCC1.CS(C)=O. The product is [F:1][C:2]1[CH:3]=[CH:4][C:5]([O:6][C:7]2[C:8]([C:17]([NH:22][C:23]3[CH:28]=[CH:27][CH:26]=[C:25]([S:29](=[O:31])(=[O:30])[NH2:32])[CH:24]=3)=[O:19])=[N:9][C:10]3[C:15]([N:16]=2)=[CH:14][CH:13]=[CH:12][CH:11]=3)=[CH:20][CH:21]=1. The yield is 0.320. (4) The reactants are [F:1][C:2]([F:14])([F:13])[C:3]1[CH:11]=[C:10]2[C:6]([CH:7]=[CH:8][NH:9]2)=[C:5](N)[CH:4]=1.N([O-])=O.[Na+].F[B-](F)(F)F.[Na+].[I-:25].[Na+]. The catalyst is Cl.O.C(#N)C. The product is [I:25][C:5]1[CH:4]=[C:3]([C:2]([F:14])([F:13])[F:1])[CH:11]=[C:10]2[C:6]=1[CH:7]=[CH:8][NH:9]2. The yield is 0.590. (5) The reactants are [N:1]1[C:6]2[CH2:7][CH2:8][N:9]([CH2:11][CH2:12][CH2:13][CH2:14][O:15][C:16]3[CH:25]=[C:24]4[C:19]([CH2:20][CH2:21][C:22](=[O:26])[NH:23]4)=[CH:18][CH:17]=3)[CH2:10][C:5]=2C=N[CH:2]=1.N1C2CCNCC=2[S:29]C=1. No catalyst specified. The product is [N:1]1[C:6]2[CH2:7][CH2:8][N:9]([CH2:11][CH2:12][CH2:13][CH2:14][O:15][C:16]3[CH:25]=[C:24]4[C:19]([CH2:20][CH2:21][C:22](=[O:26])[NH:23]4)=[CH:18][CH:17]=3)[CH2:10][C:5]=2[S:29][CH:2]=1. The yield is 0.430. (6) The reactants are [C:1]1([C:7]([O:9][C@H:10]2[CH2:20][O:19][C@H:12]3[C@H:13]([OH:18])[C@H:14]([O:17][C@@H:11]23)[O:15][CH3:16])=[O:8])[CH:6]=[CH:5][CH:4]=[CH:3][CH:2]=1.[CH3:21]I. The catalyst is CN(C=O)C.C(OCC)(=O)C.[Ag-]=O. The product is [CH3:21][O:18][C@H:13]1[C@@H:12]2[O:19][CH2:20][C@H:10]([O:9][C:7]([C:1]3[CH:2]=[CH:3][CH:4]=[CH:5][CH:6]=3)=[O:8])[C@@H:11]2[O:17][C@@H:14]1[O:15][CH3:16]. The yield is 0.760. (7) The reactants are [F:1][C:2]([F:41])([F:40])[S:3](OC1C2C(C3C=CC=CC=3)=C(C3C=CC(C4(NC(OC(C)(C)C)=O)CCC4)=CC=3)OC=2C=CN=1)(=[O:5])=[O:4].[CH3:42][S:43][C:44]1[NH:45][C:46](=[O:77])[C:47]2[C:52]([C:53]3[CH:58]=[CH:57][CH:56]=[CH:55][CH:54]=3)=[C:51]([C:59]3[CH:64]=[CH:63][C:62]([C:65]4([NH:69][C:70](=[O:76])[O:71][C:72]([CH3:75])([CH3:74])[CH3:73])[CH2:68][CH2:67][CH2:66]4)=[CH:61][CH:60]=3)[O:50][C:48]=2[N:49]=1. No catalyst specified. The product is [F:1][C:2]([F:41])([F:40])[S:3]([O:77][C:46]1[C:47]2[C:52]([C:53]3[CH:54]=[CH:55][CH:56]=[CH:57][CH:58]=3)=[C:51]([C:59]3[CH:64]=[CH:63][C:62]([C:65]4([NH:69][C:70]([O:71][C:72]([CH3:74])([CH3:73])[CH3:75])=[O:76])[CH2:66][CH2:67][CH2:68]4)=[CH:61][CH:60]=3)[O:50][C:48]=2[N:49]=[C:44]([S:43][CH3:42])[N:45]=1)(=[O:5])=[O:4]. The yield is 0.470. (8) The product is [C:1]1([C:21]2[CH:22]=[CH:23][CH:24]=[CH:25][CH:26]=2)[CH:6]=[CH:5][CH:4]=[CH:3][C:2]=1[N:7]1[C:16](=[O:17])[C:15]2[C:10](=[CH:11][CH:12]=[CH:13][C:14]=2[Cl:18])[N:9]=[C:8]1[CH2:19][S:28][C:29]1[N:37]=[CH:36][N:35]=[C:34]2[C:30]=1[N:31]=[CH:32][NH:33]2. The yield is 0.840. The catalyst is CN(C=O)C. The reactants are [C:1]1([C:21]2[CH:26]=[CH:25][CH:24]=[CH:23][CH:22]=2)[CH:6]=[CH:5][CH:4]=[CH:3][C:2]=1[N:7]1[C:16](=[O:17])[C:15]2[C:10](=[CH:11][CH:12]=[CH:13][C:14]=2[Cl:18])[N:9]=[C:8]1[CH2:19]Cl.O.[SH:28][C:29]1[N:37]=[CH:36][N:35]=[C:34]2[C:30]=1[NH:31][CH:32]=[N:33]2.C([O-])([O-])=O.[K+].[K+]. (9) The reactants are [Br:1][C:2]1[CH:3]=[CH:4][C:5]2[O:14][C:13]3[C:12](=[O:15])[NH:11][C:10]([CH2:16]Cl)=[N:9][C:8]=3[C:6]=2[CH:7]=1.[C@H:18]12[CH2:24][C@H:21]([NH:22][CH2:23]1)[CH2:20][N:19]2[C:25]([O:27][C:28]([CH3:31])([CH3:30])[CH3:29])=[O:26].C(N(C(C)C)CC)(C)C. The catalyst is C(O)C.C(OCC)(=O)C. The product is [Br:1][C:2]1[CH:3]=[CH:4][C:5]2[O:14][C:13]3[C:12](=[O:15])[NH:11][C:10]([CH2:16][N:22]4[CH2:23][C@@H:18]5[CH2:24][C@H:21]4[CH2:20][N:19]5[C:25]([O:27][C:28]([CH3:31])([CH3:30])[CH3:29])=[O:26])=[N:9][C:8]=3[C:6]=2[CH:7]=1. The yield is 0.580. (10) The reactants are [CH3:1][C:2]1([NH2:12])[C:11]2[C:6](=[CH:7][CH:8]=[CH:9][CH:10]=2)[CH2:5][CH2:4][CH2:3]1.C(=O)([O-])[O-].[K+].[K+].[I-].C([N+]1(C)[CH2:27][CH2:26][C:25](=[O:28])[CH2:24][CH2:23]1)C. The catalyst is C(O)C.O. The product is [CH3:1][C:2]1([N:12]2[CH2:27][CH2:26][C:25](=[O:28])[CH2:24][CH2:23]2)[C:11]2[C:6](=[CH:7][CH:8]=[CH:9][CH:10]=2)[CH2:5][CH2:4][CH2:3]1. The yield is 0.450.